Dataset: Catalyst prediction with 721,799 reactions and 888 catalyst types from USPTO. Task: Predict which catalyst facilitates the given reaction. (1) Reactant: [CH2:1]([N:3]([CH2:37][CH3:38])[CH2:4][CH2:5][CH2:6][NH:7][C:8]1[N:9]=[C:10]([C:27]2[CH:28]=[C:29]([CH:33]=[CH:34][C:35]=2[CH3:36])[C:30](O)=[O:31])[C:11]2[CH:17]=[CH:16][C:15](=[O:18])[N:14]([C:19]3[C:24]([F:25])=[CH:23][CH:22]=[CH:21][C:20]=3[F:26])[C:12]=2[N:13]=1)[CH3:2].CN(C(ON1N=NC2C=CC=CC1=2)=[N+](C)C)C.F[P-](F)(F)(F)(F)F.C(N(CC)CC)C.[NH2:70][CH2:71][C:72]([NH2:74])=[O:73]. Product: [NH2:74][C:72](=[O:73])[CH2:71][NH:70][C:30](=[O:31])[C:29]1[CH:33]=[CH:34][C:35]([CH3:36])=[C:27]([C:10]2[C:11]3[CH:17]=[CH:16][C:15](=[O:18])[N:14]([C:19]4[C:20]([F:26])=[CH:21][CH:22]=[CH:23][C:24]=4[F:25])[C:12]=3[N:13]=[C:8]([NH:7][CH2:6][CH2:5][CH2:4][N:3]([CH2:1][CH3:2])[CH2:37][CH3:38])[N:9]=2)[CH:28]=1. The catalyst class is: 3. (2) Reactant: [OH:1][C:2]1[CH:11]=[C:10]([C:12]([O:14]C)=[O:13])[CH:9]=[CH:8][C:3]=1[C:4]([O:6]C)=[O:5].[CH2:16](Br)[CH:17]=[CH2:18].O.ClCCl. Product: [CH2:18]([O:1][C:2]1[CH:11]=[C:10]([C:12]([OH:14])=[O:13])[CH:9]=[CH:8][C:3]=1[C:4]([OH:6])=[O:5])[CH:17]=[CH2:16]. The catalyst class is: 3. (3) Reactant: Br[C:2]1[CH:7]=[CH:6][C:5]([C:8]2[O:12][N:11]=[C:10]([CH3:13])[C:9]=2[CH:14]=[CH:15][CH:16]([CH3:27])[CH2:17][C:18]2[CH:23]=[CH:22][C:21]([CH:24]([CH3:26])[CH3:25])=[CH:20][CH:19]=2)=[CH:4][CH:3]=1.[CH2:28]([O:30][C:31]([C:33]1([C:36]2[CH:41]=[CH:40][C:39](B3OC(C)(C)C(C)(C)O3)=[CH:38][CH:37]=2)[CH2:35][CH2:34]1)=[O:32])[CH3:29]. Product: [CH2:28]([O:30][C:31]([C:33]1([C:36]2[CH:37]=[CH:38][C:39]([C:2]3[CH:3]=[CH:4][C:5]([C:8]4[O:12][N:11]=[C:10]([CH3:13])[C:9]=4[CH:14]=[CH:15][CH:16]([CH3:27])[CH2:17][C:18]4[CH:23]=[CH:22][C:21]([CH:24]([CH3:26])[CH3:25])=[CH:20][CH:19]=4)=[CH:6][CH:7]=3)=[CH:40][CH:41]=2)[CH2:34][CH2:35]1)=[O:32])[CH3:29]. The catalyst class is: 235.